This data is from Forward reaction prediction with 1.9M reactions from USPTO patents (1976-2016). The task is: Predict the product of the given reaction. (1) The product is: [Cl:6][C:7]1[CH:8]=[C:9]([OH:14])[C:10]([CH3:13])=[CH:11][C:12]=1[S:2]([Cl:1])(=[O:5])=[O:3]. Given the reactants [Cl:1][S:2]([OH:5])(=O)=[O:3].[Cl:6][C:7]1[CH:8]=[C:9]([OH:14])[C:10]([CH3:13])=[CH:11][CH:12]=1, predict the reaction product. (2) Given the reactants [CH3:1][O:2][CH2:3][O:4][CH2:5][C@@H:6]1[CH2:10][NH:9][C:8](=[O:11])[CH2:7]1.Br[C:13]1[CH:14]=[CH:15][C:16]2[O:21][CH2:20][C:19](=[O:22])[NH:18][C:17]=2[CH:23]=1.CNCCNC.C(=O)([O-])[O-].[K+].[K+], predict the reaction product. The product is: [CH3:1][O:2][CH2:3][O:4][CH2:5][C@@H:6]1[CH2:10][N:9]([C:13]2[CH:14]=[CH:15][C:16]3[O:21][CH2:20][C:19](=[O:22])[NH:18][C:17]=3[CH:23]=2)[C:8](=[O:11])[CH2:7]1. (3) Given the reactants [NH2:1][C:2]1[N:7]=[C:6](Cl)[CH:5]=[C:4]([Cl:9])[N:3]=1.[F:10][C:11]([F:27])([F:26])[C:12]1[CH:17]=[C:16]([O:18][C:19]2[CH:24]=[CH:23][C:22]([NH2:25])=[CH:21][CH:20]=2)[CH:15]=[CH:14][N:13]=1, predict the reaction product. The product is: [Cl:9][C:4]1[N:3]=[C:2]([NH2:1])[N:7]=[C:6]([NH:25][C:22]2[CH:23]=[CH:24][C:19]([O:18][C:16]3[CH:15]=[CH:14][N:13]=[C:12]([C:11]([F:27])([F:10])[F:26])[CH:17]=3)=[CH:20][CH:21]=2)[CH:5]=1.